The task is: Predict the reaction yield, written as a fraction of the theoretical maximum amount of product (1.0 means a 100% yield; for example, 0.34 means a 34% yield).. This data is from Reaction yield outcomes from USPTO patents with 853,638 reactions. (1) The reactants are [NH2:1][C:2]1[CH:7]=[CH:6][N:5]=[C:4]([Cl:8])[CH:3]=1.[C:9]([O:13][C:14](O[C:14]([O:13][C:9]([CH3:12])([CH3:11])[CH3:10])=[O:15])=[O:15])([CH3:12])([CH3:11])[CH3:10]. The catalyst is CN(C)C1C=CN=CC=1.C(#N)C. The product is [Cl:8][C:4]1[CH:3]=[C:2]([NH:1][C:14](=[O:15])[O:13][C:9]([CH3:12])([CH3:11])[CH3:10])[CH:7]=[CH:6][N:5]=1. The yield is 0.730. (2) The product is [CH:28]1([NH:31][C:4]([C:6]2[CH:11]=[CH:10][C:9]([O:12][CH2:13][C:14]3[C:15]([C:21]4[CH:22]=[CH:23][C:24]([F:27])=[CH:25][CH:26]=4)=[N:16][O:17][C:18]=3[CH2:19][OH:20])=[CH:8][N:7]=2)=[O:3])[CH2:30][CH2:29]1. The reactants are C([O:3][C:4]([C:6]1[CH:11]=[CH:10][C:9]([O:12][CH2:13][C:14]2[C:15]([C:21]3[CH:26]=[CH:25][C:24]([F:27])=[CH:23][CH:22]=3)=[N:16][O:17][C:18]=2[CH2:19][OH:20])=[CH:8][N:7]=1)=O)C.[CH:28]1([NH2:31])[CH2:30][CH2:29]1. The yield is 0.260. No catalyst specified. (3) The reactants are [CH2:1]([O:8][C:9]1[CH:14]=[CH:13][N:12]([C:15]2[CH:16]=[CH:17][C:18]3[C:19]4[CH2:28][NH:27][CH2:26][CH2:25][C:20]=4[N:21]([CH3:24])[C:22]=3[CH:23]=2)[C:11](=[O:29])[CH:10]=1)[C:2]1[CH:7]=[CH:6][CH:5]=[CH:4][CH:3]=1.O=[C:31]1[CH2:36][CH2:35][N:34]([C:37]([O:39][C:40]([CH3:43])([CH3:42])[CH3:41])=[O:38])[CH2:33][CH2:32]1. The catalyst is C(Cl)Cl.CC(O)=O. The product is [CH2:1]([O:8][C:9]1[CH:14]=[CH:13][N:12]([C:15]2[CH:16]=[CH:17][C:18]3[C:19]4[CH2:28][N:27]([CH:31]5[CH2:36][CH2:35][N:34]([C:37]([O:39][C:40]([CH3:43])([CH3:42])[CH3:41])=[O:38])[CH2:33][CH2:32]5)[CH2:26][CH2:25][C:20]=4[N:21]([CH3:24])[C:22]=3[CH:23]=2)[C:11](=[O:29])[CH:10]=1)[C:2]1[CH:3]=[CH:4][CH:5]=[CH:6][CH:7]=1. The yield is 0.610. (4) The reactants are Br[C:2]1[C:3]([CH3:14])=[CH:4][C:5]([C:8]2[CH:13]=[CH:12][CH:11]=[CH:10][CH:9]=2)=[N:6][CH:7]=1.CNC1CCCCC1NC.[I-:25].[Na+]. The catalyst is [Cu]I.O1CCOCC1. The product is [I:25][C:2]1[C:3]([CH3:14])=[CH:4][C:5]([C:8]2[CH:13]=[CH:12][CH:11]=[CH:10][CH:9]=2)=[N:6][CH:7]=1. The yield is 0.870. (5) The product is [ClH:37].[N:1]1([C:6]2[C:11]([C:12]3[N:13]=[CH:14][C:15]4[C:16]5[NH:30][N:29]=[CH:28][C:17]=5[C:18](=[O:27])[N:19]([CH2:22][C:23]([F:25])([F:26])[F:24])[C:20]=4[CH:21]=3)=[CH:10][CH:9]=[CH:8][N:7]=2)[CH2:5][CH2:4][CH2:3][CH2:2]1. The reactants are [N:1]1([C:6]2[C:11]([C:12]3[N:13]=[CH:14][C:15]4[C:16]5[N:30](C6CCCCO6)[N:29]=[CH:28][C:17]=5[C:18](=[O:27])[N:19]([CH2:22][C:23]([F:26])([F:25])[F:24])[C:20]=4[CH:21]=3)=[CH:10][CH:9]=[CH:8][N:7]=2)[CH2:5][CH2:4][CH2:3][CH2:2]1.[ClH:37]. No catalyst specified. The yield is 0.850. (6) The reactants are [Cl:1][C:2]1[CH:12]=[CH:11][CH:10]=[CH:9][C:3]=1[C@@H:4]([OH:8])[C:5]([OH:7])=[O:6].P(=O)(Cl)(Cl)Cl.[CH3:18]O. No catalyst specified. The product is [Cl:1][C:2]1[CH:12]=[CH:11][CH:10]=[CH:9][C:3]=1[C@@H:4]([OH:8])[C:5]([O:7][CH3:18])=[O:6]. The yield is 0.950. (7) The reactants are [CH3:1][C:2]([CH3:32])([CH3:31])[C:3]#[C:4][C:5]1[S:9][C:8]([C:10]([O:12]C)=[O:11])=[C:7]([N:14]([CH2:24][C:25]2[N:29]([CH3:30])[N:28]=[CH:27][CH:26]=2)[C:15]([C@H:17]2[CH2:22][CH2:21][C@H:20]([CH3:23])[CH2:19][CH2:18]2)=[O:16])[CH:6]=1.[OH-].[Na+]. The catalyst is CO. The product is [CH3:31][C:2]([CH3:1])([CH3:32])[C:3]#[C:4][C:5]1[S:9][C:8]([C:10]([OH:12])=[O:11])=[C:7]([N:14]([CH2:24][C:25]2[N:29]([CH3:30])[N:28]=[CH:27][CH:26]=2)[C:15]([C@H:17]2[CH2:22][CH2:21][C@H:20]([CH3:23])[CH2:19][CH2:18]2)=[O:16])[CH:6]=1. The yield is 0.680. (8) The reactants are [CH:1]1([B-](F)(F)F)[CH2:3][CH2:2]1.[K+].C(=O)([O-])[O-].[Cs+].[Cs+].Br[C:16]1[CH:17]=[CH:18][C:19]([C:28]([OH:30])=[O:29])=[N:20][C:21]=1[O:22][CH2:23][C:24]([F:27])([F:26])[F:25]. The catalyst is CC([O-])=O.CC([O-])=O.[Pd+2].C(PC12CC3CC(CC(C3)C1)C2)CCC. The product is [CH:1]1([C:16]2[CH:17]=[CH:18][C:19]([C:28]([OH:30])=[O:29])=[N:20][C:21]=2[O:22][CH2:23][C:24]([F:26])([F:27])[F:25])[CH2:3][CH2:2]1. The yield is 0.580.